This data is from Full USPTO retrosynthesis dataset with 1.9M reactions from patents (1976-2016). The task is: Predict the reactants needed to synthesize the given product. (1) The reactants are: [CH2:1]([C:3]1[C:8]([O:9]COC)=[C:7]([CH:13]=[O:14])[CH:6]=[CH:5][N:4]=1)[CH3:2].Cl.C([O-])([O-])=O.[K+].[K+]. Given the product [CH2:1]([C:3]1[C:8]([OH:9])=[C:7]([CH:13]=[O:14])[CH:6]=[CH:5][N:4]=1)[CH3:2], predict the reactants needed to synthesize it. (2) Given the product [F:19][C:20]1[CH:21]=[C:22]([C:2]2[S:6][C:5]([C:7]([N:9]([C:11]3[CH:16]=[CH:15][CH:14]=[C:13]([O:17][CH3:18])[CH:12]=3)[CH3:10])=[O:8])=[CH:4][CH:3]=2)[CH:23]=[CH:24][C:25]=1[O:26][CH3:27], predict the reactants needed to synthesize it. The reactants are: Br[C:2]1[S:6][C:5]([C:7]([N:9]([C:11]2[CH:16]=[CH:15][CH:14]=[C:13]([O:17][CH3:18])[CH:12]=2)[CH3:10])=[O:8])=[CH:4][CH:3]=1.[F:19][C:20]1[CH:21]=[C:22](B(O)O)[CH:23]=[CH:24][C:25]=1[O:26][CH3:27]. (3) Given the product [Cl:16][C:17]1[CH:24]=[C:23]([Cl:25])[CH:22]=[CH:21][C:18]=1[CH2:19][NH:20][C:2]1[N:7]=[C:6]([C:8]([F:11])([F:10])[F:9])[C:5]([C:12]([O:14][CH3:15])=[O:13])=[CH:4][N:3]=1, predict the reactants needed to synthesize it. The reactants are: Cl[C:2]1[N:7]=[C:6]([C:8]([F:11])([F:10])[F:9])[C:5]([C:12]([O:14][CH3:15])=[O:13])=[CH:4][N:3]=1.[Cl:16][C:17]1[CH:24]=[C:23]([Cl:25])[CH:22]=[CH:21][C:18]=1[CH2:19][NH2:20].O1CCOCC1. (4) Given the product [CH3:1][O:2][CH2:3][CH2:4][C:5]1[C:9]([C:10]([O:12][CH2:13][CH3:14])=[O:11])=[C:8]([CH3:15])[N:7]([C:21]2[CH:26]=[CH:25][CH:24]=[CH:23][CH:22]=2)[C:6]=1[C:16]([O:18][CH2:19][CH3:20])=[O:17], predict the reactants needed to synthesize it. The reactants are: [CH3:1][O:2][CH2:3][CH2:4][C:5]1[C:9]([C:10]([O:12][CH2:13][CH3:14])=[O:11])=[C:8]([CH3:15])[NH:7][C:6]=1[C:16]([O:18][CH2:19][CH3:20])=[O:17].[C:21]1(B(O)O)[CH:26]=[CH:25][CH:24]=[CH:23][CH:22]=1.N1C=CC=CC=1.